From a dataset of Full USPTO retrosynthesis dataset with 1.9M reactions from patents (1976-2016). Predict the reactants needed to synthesize the given product. (1) Given the product [N:1]1([CH:10]2[CH2:14][CH2:13][CH:12]([N:15]([CH2:31][CH3:32])[C:16]3[CH:23]=[CH:22][C:19]([C:20]#[N:21])=[C:18]([C:24]([F:26])([F:25])[F:27])[CH:17]=3)[CH2:11]2)[C:5]2[CH:6]=[CH:7][CH:8]=[CH:9][C:4]=2[N:3]=[CH:2]1, predict the reactants needed to synthesize it. The reactants are: [N:1]1([CH:10]2[CH2:14][CH2:13][CH:12]([NH:15][C:16]3[CH:23]=[CH:22][C:19]([C:20]#[N:21])=[C:18]([C:24]([F:27])([F:26])[F:25])[CH:17]=3)[CH2:11]2)[C:5]2[CH:6]=[CH:7][CH:8]=[CH:9][C:4]=2[N:3]=[CH:2]1.[H-].[Na+].I[CH2:31][CH3:32]. (2) The reactants are: [S:1]1[CH:5]=[CH:4][N:3]=[CH:2]1.I[C:7]1[CH:12]=[CH:11][CH:10]=[CH:9][CH:8]=1.C([O-])(=O)C.[K+]. Given the product [C:7]1([C:5]2[S:1][CH:2]=[N:3][CH:4]=2)[CH:12]=[CH:11][CH:10]=[CH:9][CH:8]=1, predict the reactants needed to synthesize it. (3) Given the product [CH2:1]([O:3][C:4]([CH:6]1[CH2:10][CH2:9][CH2:8][CH:7]1[NH:18][CH2:17][CH:13]1[CH2:16][CH2:15][CH2:14]1)=[O:5])[CH3:2], predict the reactants needed to synthesize it. The reactants are: [CH2:1]([O:3][C:4]([CH:6]1[CH2:10][CH2:9][CH2:8][C:7]1=O)=[O:5])[CH3:2].Cl.[CH:13]1([CH2:17][NH2:18])[CH2:16][CH2:15][CH2:14]1.C([O-])(=O)C.[Na+].C([BH3-])#N.[Na+].C(=O)(O)[O-].[Na+].